This data is from Reaction yield outcomes from USPTO patents with 853,638 reactions. The task is: Predict the reaction yield, written as a fraction of the theoretical maximum amount of product (1.0 means a 100% yield; for example, 0.34 means a 34% yield). (1) The reactants are C[O:2][C:3](=[O:18])[C@@H:4]1[CH2:8][CH2:7][CH2:6][N:5]1[S:9]([C:12]1[CH:17]=[CH:16][CH:15]=[CH:14][CH:13]=1)(=[O:11])=[O:10].[Li+].[OH-]. The catalyst is CO. The product is [C:12]1([S:9]([N:5]2[CH2:6][CH2:7][CH2:8][C@H:4]2[C:3]([OH:18])=[O:2])(=[O:11])=[O:10])[CH:13]=[CH:14][CH:15]=[CH:16][CH:17]=1. The yield is 0.960. (2) The reactants are [NH2:1][S:2]([C:5]1[CH:10]=[CH:9][C:8]([N:11]2[C:15]([C:16]3[CH:21]=[CH:20][C:19]([Cl:22])=[CH:18][CH:17]=3)=[CH:14][C:13]([C:23](O)=[O:24])=[N:12]2)=[CH:7][CH:6]=1)(=[O:4])=[O:3].O1CCCC1.CO. The catalyst is C(OCC)(=O)C. The product is [Cl:22][C:19]1[CH:18]=[CH:17][C:16]([C:15]2[N:11]([C:8]3[CH:7]=[CH:6][C:5]([S:2]([NH2:1])(=[O:4])=[O:3])=[CH:10][CH:9]=3)[N:12]=[C:13]([CH2:23][OH:24])[CH:14]=2)=[CH:21][CH:20]=1. The yield is 0.710. (3) The reactants are [CH2:1]([O:3][C:4](=[O:20])[C:5]1[CH:10]=[CH:9][C:8]([N:11]=[CH:12][C:13]2[CH:14]=[N:15][CH:16]=[C:17]([Br:19])[CH:18]=2)=[CH:7][CH:6]=1)[CH3:2].O.[O-]S(C(F)(F)F)(=O)=O.[Yb+3].[O-]S(C(F)(F)F)(=O)=O.[O-]S(C(F)(F)F)(=O)=O.[CH:47](=[O:51])[CH:48]([CH3:50])[CH3:49].O. The catalyst is O1CCCC1. The product is [CH2:1]([O:3][C:4]([C:5]1[CH:10]=[C:9]2[C:8](=[CH:7][CH:6]=1)[NH:11][CH:12]([C:13]1[CH:14]=[N:15][CH:16]=[C:17]([Br:19])[CH:18]=1)[C:48]([CH3:50])([CH3:49])[CH:47]2[OH:51])=[O:20])[CH3:2]. The yield is 0.800. (4) The yield is 0.350. The reactants are [C:1]([C:3]([C:6]1[CH:7]=[C:8]([C:12]([NH:14][C:15]2[CH:16]=[CH:17][C:18]([CH3:37])=[C:19]([CH:36]=2)[O:20][C:21]2[CH:22]=[CH:23][C:24]([NH:27][C:28]([NH:30]C(=O)OCC)=S)=[N:25][CH:26]=2)=[O:13])[CH:9]=[CH:10][CH:11]=1)([CH3:5])[CH3:4])#[N:2].C(O)C.Cl.NO.C([N:47](CC)C(C)C)(C)C. The catalyst is CO. The product is [NH2:47][C:28]1[N:27]=[C:24]2[CH:23]=[CH:22][C:21]([O:20][C:19]3[CH:36]=[C:15]([NH:14][C:12](=[O:13])[C:8]4[CH:9]=[CH:10][CH:11]=[C:6]([C:3]([C:1]#[N:2])([CH3:5])[CH3:4])[CH:7]=4)[CH:16]=[CH:17][C:18]=3[CH3:37])=[CH:26][N:25]2[N:30]=1. (5) The reactants are C[O:2][C:3](=O)[C:4]1[CH:9]=[CH:8][C:7]([N:10]2[C:17](=[S:18])[N:16]([C:19]3[CH:24]=[CH:23][C:22]([C:25]#[N:26])=[C:21]([C:27]([F:30])([F:29])[F:28])[CH:20]=3)[C:15](=[O:31])[C:11]32[CH2:14][CH2:13][CH2:12]3)=[CH:6][CH:5]=1.[CH3:33][NH2:34]. No catalyst specified. The product is [CH3:33][NH:34][C:3](=[O:2])[C:4]1[CH:9]=[CH:8][C:7]([N:10]2[C:17](=[S:18])[N:16]([C:19]3[CH:24]=[CH:23][C:22]([C:25]#[N:26])=[C:21]([C:27]([F:29])([F:30])[F:28])[CH:20]=3)[C:15](=[O:31])[C:11]32[CH2:12][CH2:13][CH2:14]3)=[CH:6][CH:5]=1. The yield is 0.840. (6) The reactants are [Cl-].O[NH3+:3].[C:4](=[O:7])([O-])[OH:5].[Na+].CS(C)=O.[CH2:13]([N:15]1[C:20](=[O:21])[C:19]([CH2:22][C:23]2[CH:28]=[CH:27][C:26]([C:29]3[C:30]([C:35]#[N:36])=[CH:31][CH:32]=[CH:33][CH:34]=3)=[CH:25][CH:24]=2)=[C:18]([CH2:37][CH2:38][CH3:39])[N:17]2[N:40]=[CH:41][N:42]=[C:16]12)[CH3:14]. The catalyst is C(OCC)(=O)C. The product is [CH2:13]([N:15]1[C:20](=[O:21])[C:19]([CH2:22][C:23]2[CH:24]=[CH:25][C:26]([C:29]3[CH:34]=[CH:33][CH:32]=[CH:31][C:30]=3[C:35]3[NH:3][C:4](=[O:7])[O:5][N:36]=3)=[CH:27][CH:28]=2)=[C:18]([CH2:37][CH2:38][CH3:39])[N:17]2[N:40]=[CH:41][N:42]=[C:16]12)[CH3:14]. The yield is 0.340. (7) The reactants are [NH:1]1[C:9]2[C:4](=[CH:5][CH:6]=[CH:7][CH:8]=2)[C:3]([C:10]2[N:15]=[N:14][C:13]([O:16][CH:17]3[CH:22]4[CH2:23][CH2:24][N:19]([CH2:20][CH2:21]4)[CH2:18]3)=[CH:12][CH:11]=2)=[CH:2]1.[C:25]([OH:32])(=[O:31])/[CH:26]=[CH:27]/[C:28]([OH:30])=[O:29]. The catalyst is CCOC(C)=O.CO. The product is [C:25]([OH:32])(=[O:31])/[CH:26]=[CH:27]/[C:28]([OH:30])=[O:29].[NH:1]1[C:9]2[C:4](=[CH:5][CH:6]=[CH:7][CH:8]=2)[C:3]([C:10]2[N:15]=[N:14][C:13]([O:16][CH:17]3[CH:22]4[CH2:23][CH2:24][N:19]([CH2:20][CH2:21]4)[CH2:18]3)=[CH:12][CH:11]=2)=[CH:2]1.[NH:1]1[C:9]2[C:4](=[CH:5][CH:6]=[CH:7][CH:8]=2)[C:3]([C:10]2[N:15]=[N:14][C:13]([O:16][CH:17]3[CH:22]4[CH2:23][CH2:24][N:19]([CH2:20][CH2:21]4)[CH2:18]3)=[CH:12][CH:11]=2)=[CH:2]1. The yield is 1.00.